Dataset: Full USPTO retrosynthesis dataset with 1.9M reactions from patents (1976-2016). Task: Predict the reactants needed to synthesize the given product. (1) Given the product [CH2:1]([O:8][C:9]1[CH:14]=[CH:13][C:12]([N:15]2[CH2:19][CH2:18][CH:17]([Br:21])[C:16]2=[O:22])=[CH:11][CH:10]=1)[C:2]1[CH:7]=[CH:6][CH:5]=[CH:4][CH:3]=1, predict the reactants needed to synthesize it. The reactants are: [CH2:1]([O:8][C:9]1[CH:14]=[CH:13][C:12]([NH:15][C:16](=[O:22])[CH:17]([Br:21])[CH2:18][CH2:19]Br)=[CH:11][CH:10]=1)[C:2]1[CH:7]=[CH:6][CH:5]=[CH:4][CH:3]=1.[OH-].[Na+].O. (2) Given the product [NH2:4][C:5]1[N:6]=[C:7]([O:2][CH3:1])[C:8]([C:11]#[N:12])=[N:9][CH:10]=1, predict the reactants needed to synthesize it. The reactants are: [CH3:1][O-:2].[Na+].[NH2:4][C:5]1[N:6]=[C:7](Cl)[C:8]([C:11]#[N:12])=[N:9][CH:10]=1. (3) Given the product [F:10][C:11]([F:18])([F:17])[CH:12]([NH:3][NH:2][C:1](=[O:4])[O:5][C:6]([CH3:9])([CH3:8])[CH3:7])[CH2:13][N+:14]([O-:16])=[O:15], predict the reactants needed to synthesize it. The reactants are: [C:1]([O:5][C:6]([CH3:9])([CH3:8])[CH3:7])(=[O:4])[NH:2][NH2:3].[F:10][C:11]([F:18])([F:17])[CH:12]=[CH:13][N+:14]([O-:16])=[O:15]. (4) Given the product [Br:19][C:5]1[C:6]2[C:7](=[CH:8][N:9]([C:11]3[C:16]([Cl:17])=[CH:15][CH:14]=[CH:13][C:12]=3[Cl:18])[N:10]=2)[C:2]([NH:20][C:21]2[N:26]=[CH:25][N:24]=[C:23]([CH2:27][OH:28])[CH:22]=2)=[N:3][CH:4]=1, predict the reactants needed to synthesize it. The reactants are: Br[C:2]1[C:7]2=[CH:8][N:9]([C:11]3[C:16]([Cl:17])=[CH:15][CH:14]=[CH:13][C:12]=3[Cl:18])[N:10]=[C:6]2[C:5]([Br:19])=[CH:4][N:3]=1.[NH2:20][C:21]1[N:26]=[CH:25][N:24]=[C:23]([CH2:27][OH:28])[CH:22]=1.CC1(C)C2C(=C(P(C3C=CC=CC=3)C3C=CC=CC=3)C=CC=2)OC2C(P(C3C=CC=CC=3)C3C=CC=CC=3)=CC=CC1=2.C(=O)([O-])[O-].[Cs+].[Cs+]. (5) Given the product [Cl:1][C:2]1[CH:3]=[C:4]2[C:13](=[CH:14][CH:15]=1)[C:12]1[CH:11]=[CH:10][CH:9]=[CH:8][C:7]=1[N:6]([S:55]([C:52]1[CH:51]=[CH:50][C:49]([O:48][CH3:47])=[CH:54][CH:53]=1)(=[O:57])=[O:56])[CH:5]2[CH3:16], predict the reactants needed to synthesize it. The reactants are: [Cl:1][C:2]1[CH:15]=[CH:14][C:13]2[C:4](=[C:5]([CH3:16])[N:6]=[C:7]3[C:12]=2[CH:11]=[CH:10][CH:9]=[CH:8]3)[CH:3]=1.[BH4-].[Na+].FC(F)(F)C(O)=O.C1C=CC2C3C=CC=CC=3NCC=2C=1.C(N(CC)CC)C.[CH3:47][O:48][C:49]1[CH:54]=[CH:53][C:52]([S:55](Cl)(=[O:57])=[O:56])=[CH:51][CH:50]=1. (6) Given the product [CH:34]1([NH:39][C:31]([C:2]2([OH:1])[CH2:7][CH2:6][CH:5]([N:8]3[C:16]([NH:17][C:18]4[C:23]([F:24])=[CH:22][C:21]([F:25])=[CH:20][C:19]=4[F:26])=[N:15][C:14]4[C:9]3=[N:10][C:11]([NH:27][CH:28]([CH3:30])[CH3:29])=[N:12][CH:13]=4)[CH2:4][CH2:3]2)=[O:32])[CH2:38][CH2:37][CH2:36][CH2:35]1, predict the reactants needed to synthesize it. The reactants are: [OH:1][C:2]1([C:31](O)=[O:32])[CH2:7][CH2:6][CH:5]([N:8]2[C:16]([NH:17][C:18]3[C:23]([F:24])=[CH:22][C:21]([F:25])=[CH:20][C:19]=3[F:26])=[N:15][C:14]3[C:9]2=[N:10][C:11]([NH:27][CH:28]([CH3:30])[CH3:29])=[N:12][CH:13]=3)[CH2:4][CH2:3]1.[CH:34]1([NH2:39])[CH2:38][CH2:37][CH2:36][CH2:35]1.C(NC(C)C)(C)C. (7) Given the product [Cl:1][C:2]1[CH:15]=[CH:14][C:5]([CH2:6][N:7]2[CH2:12][CH2:11][CH:10]([NH:13][C:24](=[O:25])[C:23]3[CH:27]=[CH:28][C:20]([Cl:19])=[CH:21][CH:22]=3)[CH2:9][CH2:8]2)=[CH:4][C:3]=1[O:16][CH2:17][CH3:18], predict the reactants needed to synthesize it. The reactants are: [Cl:1][C:2]1[CH:15]=[CH:14][C:5]([CH2:6][N:7]2[CH2:12][CH2:11][CH:10]([NH2:13])[CH2:9][CH2:8]2)=[CH:4][C:3]=1[O:16][CH2:17][CH3:18].[Cl:19][C:20]1[CH:28]=[CH:27][C:23]([C:24](Cl)=[O:25])=[CH:22][CH:21]=1.